Task: Predict the product of the given reaction.. Dataset: Forward reaction prediction with 1.9M reactions from USPTO patents (1976-2016) (1) Given the reactants [C:1](OC(C1C=C(OC2C=CC(S(C)(=O)=O)=CC=2)C2CC(COC)OC=2C=1)=O)(C)(C)C.[C:31]([O:35][C:36]([C:38]1[CH:49]=[C:48]([O:50][C:51]2[CH:56]=[CH:55][C:54]([C:57](=[O:61])[N:58]([CH3:60])[CH3:59])=[C:53]([F:62])[CH:52]=2)[C:41]2[CH2:42][C:43]([CH2:46][OH:47])([CH3:45])[O:44][C:40]=2[CH:39]=1)=[O:37])([CH3:34])([CH3:33])[CH3:32].CI, predict the reaction product. The product is: [C:31]([O:35][C:36]([C:38]1[CH:49]=[C:48]([O:50][C:51]2[CH:56]=[CH:55][C:54]([C:57](=[O:61])[N:58]([CH3:59])[CH3:60])=[C:53]([F:62])[CH:52]=2)[C:41]2[CH2:42][C:43]([CH2:46][O:47][CH3:1])([CH3:45])[O:44][C:40]=2[CH:39]=1)=[O:37])([CH3:32])([CH3:34])[CH3:33]. (2) Given the reactants [CH3:1][C:2]1[CH:7]=[C:6]([OH:8])[C:5]2[O:9][C:10]3[C:15]([C:16]([O:18][CH2:19][C:4]=2[CH:3]=1)=[O:17])=[C:14]([O:20][CH3:21])[C:13]([C@@H:22]([OH:27])[CH2:23][CH:24]([CH3:26])[CH3:25])=[CH:12][CH:11]=3.[H-].[Na+].Br[CH2:31][CH:32]([CH3:35])[CH2:33][CH3:34].[I-].[Na+], predict the reaction product. The product is: [OH:27][C@H:22]([C:13]1[CH:12]=[CH:11][C:10]2[O:9][C:5]3[C:6]([O:8][CH2:31][CH:32]([CH3:35])[CH2:33][CH3:34])=[CH:7][C:2]([CH3:1])=[CH:3][C:4]=3[CH2:19][O:18][C:16](=[O:17])[C:15]=2[C:14]=1[O:20][CH3:21])[CH2:23][CH:24]([CH3:25])[CH3:26]. (3) Given the reactants [N+:1]([C:4]1[CH:5]=[CH:6][C:7]([NH:10][C:11]2[C:12]([C:16]3[CH:21]=[CH:20][CH:19]=[CH:18][N:17]=3)=[N:13][NH:14][CH:15]=2)=[N:8][CH:9]=1)([O-])=O, predict the reaction product. The product is: [N:17]1[CH:18]=[CH:19][CH:20]=[CH:21][C:16]=1[C:12]1[C:11]([NH:10][C:7]2[CH:6]=[CH:5][C:4]([NH2:1])=[CH:9][N:8]=2)=[CH:15][NH:14][N:13]=1. (4) The product is: [Cl:13][C:10]1[CH:11]=[CH:12][C:7]([C:5]2[N:6]=[C:2]([N:27]([CH2:28][CH2:29][OH:30])[CH3:26])[O:3][C:4]=2[CH2:14][CH2:15][CH2:16][O:17][C:18]2[CH:23]=[CH:22][CH:21]=[CH:20][C:19]=2[O:24][CH3:25])=[CH:8][CH:9]=1. Given the reactants Cl[C:2]1[O:3][C:4]([CH2:14][CH2:15][CH2:16][O:17][C:18]2[CH:23]=[CH:22][CH:21]=[CH:20][C:19]=2[O:24][CH3:25])=[C:5]([C:7]2[CH:12]=[CH:11][C:10]([Cl:13])=[CH:9][CH:8]=2)[N:6]=1.[CH3:26][NH:27][CH2:28][CH2:29][OH:30].CC(=O)CC, predict the reaction product. (5) The product is: [F:32][C:16]1[CH:15]=[C:14]([CH:19]=[C:18]([F:20])[C:17]=1[O:21][Si:22]([CH:29]([CH3:31])[CH3:30])([CH:23]([CH3:25])[CH3:24])[CH:26]([CH3:28])[CH3:27])[CH2:13][CH:9]([CH2:10][OH:11])[CH2:8][CH2:7][CH2:6][CH2:5][C:4]([O:3][CH2:1][CH3:2])=[O:33]. Given the reactants [CH2:1]([O:3][C:4](=[O:33])[CH2:5][CH2:6][CH2:7][CH2:8][CH:9]([CH2:13][C:14]1[CH:19]=[C:18]([F:20])[C:17]([O:21][Si:22]([CH:29]([CH3:31])[CH3:30])([CH:26]([CH3:28])[CH3:27])[CH:23]([CH3:25])[CH3:24])=[C:16]([F:32])[CH:15]=1)[C:10](O)=[O:11])[CH3:2].O, predict the reaction product.